Dataset: Full USPTO retrosynthesis dataset with 1.9M reactions from patents (1976-2016). Task: Predict the reactants needed to synthesize the given product. (1) Given the product [Cl:32][C:27]1[CH:26]=[C:25]([C:19]2([C:21]([F:24])([F:23])[F:22])[O:18][N:17]=[C:16]([C:14]3[CH:13]=[CH:12][C:3]([C:4]([NH:6][CH2:7][C:8]([F:10])([F:9])[F:11])=[O:5])=[C:2]([NH:1][CH3:35])[CH:15]=3)[CH2:20]2)[CH:30]=[C:29]([Cl:31])[CH:28]=1, predict the reactants needed to synthesize it. The reactants are: [NH2:1][C:2]1[CH:15]=[C:14]([C:16]2[CH2:20][C:19]([C:25]3[CH:30]=[C:29]([Cl:31])[CH:28]=[C:27]([Cl:32])[CH:26]=3)([C:21]([F:24])([F:23])[F:22])[O:18][N:17]=2)[CH:13]=[CH:12][C:3]=1[C:4]([NH:6][CH2:7][C:8]([F:11])([F:10])[F:9])=[O:5].C=O.[C:35](O[BH-](OC(=O)C)OC(=O)C)(=O)C.[Na+]. (2) Given the product [Br:1][C:2]1[CH:3]=[C:4]2[C:8](=[CH:9][CH:10]=1)[CH:7]([N:11]1[CH2:16][CH2:15][N:14]([C:17]3([CH3:30])[CH2:22][CH2:21][NH:20][CH2:19][CH2:18]3)[CH2:13][C@@H:12]1[CH3:31])[CH2:6][CH2:5]2, predict the reactants needed to synthesize it. The reactants are: [Br:1][C:2]1[CH:3]=[C:4]2[C:8](=[CH:9][CH:10]=1)[CH:7]([N:11]1[CH2:16][CH2:15][N:14]([C:17]3([CH3:30])[CH2:22][CH2:21][N:20](C(OC(C)(C)C)=O)[CH2:19][CH2:18]3)[CH2:13][C@@H:12]1[CH3:31])[CH2:6][CH2:5]2. (3) Given the product [NH2:21][C:6]1[C:5]([C:9]([C:11]2[C:19]3[O:18][CH:17]=[CH:16][C:15]=3[CH:14]=[C:13]([F:20])[CH:12]=2)=[O:10])=[CH:4][N:3]=[C:2]([Cl:1])[N:7]=1, predict the reactants needed to synthesize it. The reactants are: [Cl:1][C:2]1[N:7]=[C:6](Cl)[C:5]([C:9]([C:11]2[C:19]3[O:18][CH:17]=[CH:16][C:15]=3[CH:14]=[C:13]([F:20])[CH:12]=2)=[O:10])=[CH:4][N:3]=1.[NH3:21]. (4) Given the product [CH3:23][O:22][C:20]([C@@H:12]1[C@H:13]([C:14]2[CH:19]=[CH:18][CH:17]=[CH:16][CH:15]=2)[C@H:11]1[C:8]1[CH:9]=[CH:10][C:5]([C:25]2[N:30]=[CH:29][C:28]([Cl:31])=[CH:27][N:26]=2)=[CH:6][CH:7]=1)=[O:21], predict the reactants needed to synthesize it. The reactants are: B([O-])[O-].Br[C:5]1[CH:10]=[CH:9][C:8]([C@@H:11]2[C@@H:13]([C:14]3[CH:19]=[CH:18][CH:17]=[CH:16][CH:15]=3)[C@H:12]2[C:20]([O:22][CH3:23])=[O:21])=[CH:7][CH:6]=1.Cl[C:25]1[N:30]=[CH:29][C:28]([Cl:31])=[CH:27][N:26]=1. (5) Given the product [OH2:23].[F:1][C:2]1[CH:3]=[C:4]2[C:9](=[CH:10][C:11]=1[F:12])[NH:8][C:7]1[N:13]([C:17]3[CH:22]=[CH:21][CH:20]=[CH:19][N:18]=3)[N:14]=[C:15]([CH3:16])[C:6]=1[C:5]2=[O:23], predict the reactants needed to synthesize it. The reactants are: [F:1][C:2]1[CH:3]=[C:4]2[C:9](=[CH:10][C:11]=1[F:12])[NH:8][C:7]1[N:13]([C:17]3[CH:22]=[CH:21][CH:20]=[CH:19][N:18]=3)[N:14]=[C:15]([CH3:16])[C:6]=1[C:5]2=[O:23]. (6) Given the product [Br:13][C:9]1[CH:8]=[C:3]2[C:2](=[CH:11][C:10]=1[Cl:12])[N:1]=[C:21]([CH3:20])[N:22]=[C:4]2[OH:6], predict the reactants needed to synthesize it. The reactants are: [NH2:1][C:2]1[CH:11]=[C:10]([Cl:12])[C:9]([Br:13])=[CH:8][C:3]=1[C:4]([O:6]C)=O.Cl.C([O-])(O)=O.[Na+].[CH3:20][C:21]#[N:22]. (7) Given the product [OH:9][C@H:7]1[CH2:6][N:5]([C:10]([O:12][CH2:13][C:16]2[CH:22]=[CH:21][CH:28]=[CH:26][CH:27]=2)=[O:11])[C@H:4]([C:3]([OH:2])=[O:17])[CH2:8]1, predict the reactants needed to synthesize it. The reactants are: C[O:2][C:3](=[O:17])[C@@H:4]1[CH2:8][C@@H:7]([OH:9])[CH2:6][N:5]1[C:10]([O:12][C:13]([CH3:16])(C)C)=[O:11].N1[CH:22]=[CH:21]N=C1.[Si](Cl)([C:26](C)([CH3:28])[CH3:27])(C)C. (8) Given the product [NH2:1][C:2]1[N:7]=[CH:6][C:5](/[CH:13]=[CH:12]/[C:11]([N:10]([CH3:9])[CH2:15][C:16]2[C:24]3[C:19](=[N:20][CH:21]=[CH:22][CH:23]=3)[N:18]([CH3:25])[CH:17]=2)=[O:14])=[CH:4][N:3]=1, predict the reactants needed to synthesize it. The reactants are: [NH2:1][C:2]1[N:7]=[CH:6][C:5](Br)=[CH:4][N:3]=1.[CH3:9][N:10]([CH2:15][C:16]1[C:24]2[C:19](=[N:20][CH:21]=[CH:22][CH:23]=2)[N:18]([CH3:25])[CH:17]=1)[C:11](=[O:14])[CH:12]=[CH2:13].CC1C=CC=CC=1P(C1C=CC=CC=1C)C1C=CC=CC=1C.CCN(C(C)C)C(C)C. (9) Given the product [CH3:1][O:2][C:5]1[N:10]=[C:9]([N:11]2[CH2:16][CH2:15][N:14]([C:17]([C:19]3[N:20]([C:25]4[CH:30]=[CH:29][CH:28]=[CH:27][CH:26]=4)[N:21]=[C:22]([CH3:24])[CH:23]=3)=[O:18])[CH2:13][CH2:12]2)[CH:8]=[CH:7][CH:6]=1, predict the reactants needed to synthesize it. The reactants are: [CH3:1][O-:2].[Na+].Cl[C:5]1[N:10]=[C:9]([N:11]2[CH2:16][CH2:15][N:14]([C:17]([C:19]3[N:20]([C:25]4[CH:30]=[CH:29][CH:28]=[CH:27][CH:26]=4)[N:21]=[C:22]([CH3:24])[CH:23]=3)=[O:18])[CH2:13][CH2:12]2)[CH:8]=[CH:7][CH:6]=1.